The task is: Predict the reaction yield, written as a fraction of the theoretical maximum amount of product (1.0 means a 100% yield; for example, 0.34 means a 34% yield).. This data is from Reaction yield outcomes from USPTO patents with 853,638 reactions. (1) The reactants are C(N(CC)CC)C.[CH3:20][C:19]([O:18][C:16](O[C:16]([O:18][C:19]([CH3:22])([CH3:21])[CH3:20])=[O:17])=[O:17])([CH3:22])[CH3:21].[CH2:23]([O:30][C:31]1[CH:32]=[CH:33][C:34]2[C@H:43]3[C@H:39]([CH2:40][NH:41][CH2:42]3)[O:38][CH2:37][C:35]=2[CH:36]=1)[C:24]1[CH:29]=[CH:28][CH:27]=[CH:26][CH:25]=1. The catalyst is CN(C1C=CN=CC=1)C.ClCCl. The product is [CH2:23]([O:30][C:31]1[CH:32]=[CH:33][C:34]2[C@H:43]3[C@H:39]([CH2:40][N:41]([C:16]([O:18][C:19]([CH3:20])([CH3:21])[CH3:22])=[O:17])[CH2:42]3)[O:38][CH2:37][C:35]=2[CH:36]=1)[C:24]1[CH:25]=[CH:26][CH:27]=[CH:28][CH:29]=1. The yield is 0.620. (2) The reactants are [Cl:1][C:2]1[CH:3]=[C:4]2[C:10]([C:11]3[N:16]=[C:15]([NH:17][CH:18]4[CH2:21][N:20](S(CC5CCCC5)(=O)=O)[CH2:19]4)[C:14]([F:31])=[CH:13][N:12]=3)=[CH:9][NH:8][C:5]2=[N:6][CH:7]=1.[CH3:32][O:33][CH2:34][C:35](Cl)=[O:36]. No catalyst specified. The product is [Cl:1][C:2]1[CH:3]=[C:4]2[C:10]([C:11]3[N:16]=[C:15]([NH:17][CH:18]4[CH2:19][N:20]([C:35](=[O:36])[CH2:34][O:33][CH3:32])[CH2:21]4)[C:14]([F:31])=[CH:13][N:12]=3)=[CH:9][NH:8][C:5]2=[N:6][CH:7]=1. The yield is 0.510. (3) The reactants are [OH:1][C@H:2]([C@H:6]([CH3:10])[C:7]([OH:9])=[O:8])[C:3]([OH:5])=[O:4].CO[C:13](OC)([CH3:15])[CH3:14]. The catalyst is CC(C)=O.[Cu](Cl)Cl. The product is [CH3:14][C:13]1([CH3:15])[O:1][C@H:2]([C@H:6]([CH3:10])[C:7]([OH:9])=[O:8])[C:3](=[O:5])[O:4]1. The yield is 0.590. (4) The reactants are [F:1][C:2]1[CH:7]=[C:6]([I:8])[CH:5]=[CH:4][C:3]=1[NH:9][C:10]1[C:18]([C:19]([OH:21])=O)=[CH:17][CH:16]=[C:15]2[C:11]=1[CH:12]=[N:13][N:14]2[S:22]([C:25]1[CH:30]=[CH:29][C:28]([CH3:31])=[CH:27][CH:26]=1)(=[O:24])=[O:23].CCN=C=NCCCN(C)C.C1C=CC2N(O)N=NC=2C=1.[CH:53]([O:55][CH2:56][CH2:57][O:58][NH2:59])=[CH2:54].CCN(C(C)C)C(C)C. The catalyst is CN(C=O)C. The yield is 0.660. The product is [CH:53]([O:55][CH2:56][CH2:57][O:58][NH:59][C:19]([C:18]1[C:10]([NH:9][C:3]2[CH:4]=[CH:5][C:6]([I:8])=[CH:7][C:2]=2[F:1])=[C:11]2[C:15](=[CH:16][CH:17]=1)[N:14]([S:22]([C:25]1[CH:30]=[CH:29][C:28]([CH3:31])=[CH:27][CH:26]=1)(=[O:23])=[O:24])[N:13]=[CH:12]2)=[O:21])=[CH2:54]. (5) The reactants are [C:1]([O:4][C:5]1[CH:6]=[C:7]2[C:12](=[CH:13][CH:14]=1)[N:11]=[CH:10][N:9]=[C:8]2Cl)(=[O:3])[CH3:2].[Cl:16][C:17]1[CH:18]=[C:19]([NH2:24])[CH:20]=[CH:21][C:22]=1[F:23]. The catalyst is C(O)(C)C. The product is [C:1]([O:4][C:5]1[CH:6]=[C:7]2[C:12](=[CH:13][CH:14]=1)[N:11]=[CH:10][N:9]=[C:8]2[NH:24][C:19]1[CH:20]=[CH:21][C:22]([F:23])=[C:17]([Cl:16])[CH:18]=1)(=[O:3])[CH3:2]. The yield is 0.870. (6) The reactants are C([O:3][C:4]([CH:6]1[C:12]2[NH:13][C:14]3[CH:15]=[CH:16][CH:17]=[CH:18][C:19]=3[C:11]=2[CH2:10][CH2:9][N:8]([C:20](=[O:28])[C:21]2[CH:26]=[CH:25][C:24]([F:27])=[CH:23][CH:22]=2)[CH2:7]1)=[O:5])C.[OH-].[Na+].CC(O)=O. The catalyst is O1CCOCC1.O. The product is [F:27][C:24]1[CH:23]=[CH:22][C:21]([C:20]([N:8]2[CH2:9][CH2:10][C:11]3[C:19]4[CH:18]=[CH:17][CH:16]=[CH:15][C:14]=4[NH:13][C:12]=3[CH:6]([C:4]([OH:5])=[O:3])[CH2:7]2)=[O:28])=[CH:26][CH:25]=1. The yield is 0.840.